This data is from Full USPTO retrosynthesis dataset with 1.9M reactions from patents (1976-2016). The task is: Predict the reactants needed to synthesize the given product. (1) Given the product [CH3:16][N:12]1[C:13]2[CH:14]=[CH:15][C:2]([C:55]([O:57][CH2:58][CH3:59])=[O:56])=[CH:3][C:4]=2[S:5](=[O:37])(=[O:38])[C:6]2[C:11]1=[CH:10][C:9]([CH:17]([C:18](=[O:19])[NH:20][C:21]1[CH:25]=[CH:24][N:23]([CH3:26])[N:22]=1)[CH2:27][CH:28]1[CH2:36][CH2:35][C:30](=[O:34])[CH2:29]1)=[CH:8][CH:7]=2, predict the reactants needed to synthesize it. The reactants are: Br[C:2]1[CH:3]=[C:4]2[C:13](=[CH:14][CH:15]=1)[N:12]([CH3:16])[C:11]1[CH:10]=[C:9]([CH:17]([CH2:27][CH:28]3[CH2:36][CH2:35][C:30]4([O:34]CCO4)[CH2:29]3)[C:18]([NH:20][C:21]3[CH:25]=[CH:24][N:23]([CH3:26])[N:22]=3)=[O:19])[CH:8]=[CH:7][C:6]=1[S:5]2(=[O:38])=[O:37].CN1C2C=C(C[C:55]([O:57][CH2:58][CH3:59])=[O:56])C=CC=2S(=O)(=O)C2C1=CC=CC=2.CN1C=CC(N)=N1.C1(P(C2C=CC=CC=2)CCCP(C2C=CC=CC=2)C2C=CC=CC=2)C=CC=CC=1. (2) Given the product [CH:13]1([NH:23][C:10]([C:8]2[CH:7]=[CH:6][C:5]3[O:1][CH2:2][O:3][C:4]=3[CH:9]=2)=[O:12])[C:22]2[C:17](=[CH:18][CH:19]=[CH:20][CH:21]=2)[CH2:16][CH2:15][CH2:14]1, predict the reactants needed to synthesize it. The reactants are: [O:1]1[C:5]2[CH:6]=[CH:7][C:8]([C:10]([OH:12])=O)=[CH:9][C:4]=2[O:3][CH2:2]1.[CH:13]1([NH2:23])[C:22]2[C:17](=[CH:18][CH:19]=[CH:20][CH:21]=2)[CH2:16][CH2:15][CH2:14]1. (3) Given the product [Br:27][C:28]1[CH:36]=[CH:35][CH:34]=[CH:33][C:29]=1[C:30]([NH:26][C:22]1[CH:21]=[C:20]2[C:25](=[CH:24][CH:23]=1)[N:17]([C:15](=[O:16])[CH2:14][C:12]1[CH:11]=[CH:10][CH:9]=[C:8]([N:3]3[C:4]([CH3:7])=[CH:5][CH:6]=[C:2]3[CH3:1])[N:13]=1)[CH2:18][CH2:19]2)=[O:31], predict the reactants needed to synthesize it. The reactants are: [CH3:1][C:2]1[N:3]([C:8]2[N:13]=[C:12]([CH2:14][C:15]([N:17]3[C:25]4[C:20](=[CH:21][C:22]([NH2:26])=[CH:23][CH:24]=4)[CH2:19][CH2:18]3)=[O:16])[CH:11]=[CH:10][CH:9]=2)[C:4]([CH3:7])=[CH:5][CH:6]=1.[Br:27][C:28]1[CH:36]=[CH:35][CH:34]=[CH:33][C:29]=1[C:30](Cl)=[O:31].O. (4) Given the product [Br:31][C:32]1[S:36][C:35]2=[N:37][C:38]([C:40]([NH:54][CH2:53][C:50]3[CH:51]=[CH:52][C:47]([C:43]([CH3:46])([CH3:45])[CH3:44])=[CH:48][CH:49]=3)=[O:42])=[CH:39][N:34]2[CH:33]=1, predict the reactants needed to synthesize it. The reactants are: OC1C2N=NNC=2C=CC=1.C(N(CC)C(C)C)(C)C.C(N=C=NCCCN(C)C)C.[Br:31][C:32]1[S:36][C:35]2=[N:37][C:38]([C:40]([OH:42])=O)=[CH:39][N:34]2[CH:33]=1.[C:43]([C:47]1[CH:52]=[CH:51][C:50]([CH2:53][NH2:54])=[CH:49][CH:48]=1)([CH3:46])([CH3:45])[CH3:44]. (5) Given the product [CH3:1][O:2][C:3](=[O:30])[CH2:4][CH2:5][C@H:6]([C@@H:8]1[C@:25]2([CH3:26])[C@H:11]([C@H:12]3[C@H:22]([CH2:23][C@@H:24]2[OH:27])[C@:20]2([CH3:21])[C@@H:15]([CH2:16][C@@H:17]([NH:28][C:38](=[O:44])[CH2:39][CH2:40][CH2:41][CH2:42][CH2:43][CH2:36][CH3:37])[CH2:18][CH2:19]2)[CH2:14][C@H:13]3[OH:29])[CH2:10][CH2:9]1)[CH3:7], predict the reactants needed to synthesize it. The reactants are: [CH3:1][O:2][C:3](=[O:30])[CH2:4][CH2:5][C@H:6]([C@@H:8]1[C@:25]2([CH3:26])[C@H:11]([C@H:12]3[C@H:22]([CH2:23][C@@H:24]2[OH:27])[C@:20]2([CH3:21])[C@@H:15]([CH2:16][C@@H:17]([NH2:28])[CH2:18][CH2:19]2)[CH2:14][C@H:13]3[OH:29])[CH2:10][CH2:9]1)[CH3:7].C(N([CH2:36][CH3:37])CC)C.[C:38](Cl)(=[O:44])[CH2:39][CH2:40][CH2:41][CH2:42][CH3:43].O. (6) Given the product [C:1]([C:3]1[CH:8]=[CH:7][C:6]([CH:9]2[N:14]3[N:15]=[CH:16][N:17]=[C:13]3[N:12]([C:30]3[CH:29]=[CH:28][CH:27]=[C:26]([C:25]([F:36])([F:35])[F:24])[CH:31]=3)[C:11]([CH3:18])=[C:10]2[C:19]([O:21][CH2:22][CH3:23])=[O:20])=[CH:5][CH:4]=1)#[N:2], predict the reactants needed to synthesize it. The reactants are: [C:1]([C:3]1[CH:8]=[CH:7][C:6]([CH:9]2[N:14]3[N:15]=[CH:16][N:17]=[C:13]3[NH:12][C:11]([CH3:18])=[C:10]2[C:19]([O:21][CH2:22][CH3:23])=[O:20])=[CH:5][CH:4]=1)#[N:2].[F:24][C:25]([F:36])([F:35])[C:26]1[CH:27]=[C:28](B(O)O)[CH:29]=[CH:30][CH:31]=1.N1C=CC=CC=1.C(N(CC)CC)C. (7) Given the product [CH3:21][O:18][CH2:17][CH:3]1[CH2:4][N:5]([C:8]2[CH:13]=[CH:12][N:11]=[CH:10][C:9]=2[N+:14]([O-:16])=[O:15])[CH2:6][CH2:7][N:2]1[CH3:1], predict the reactants needed to synthesize it. The reactants are: [CH3:1][N:2]1[CH2:7][CH2:6][N:5]([C:8]2[CH:13]=[CH:12][N:11]=[CH:10][C:9]=2[N+:14]([O-:16])=[O:15])[CH2:4][CH:3]1[CH2:17][OH:18].[H-].[Na+].[CH3:21]I. (8) Given the product [CH2:14]([S:16]([NH:2][C@@H:3]1[CH2:8][CH2:7][CH2:6][CH2:5][C@H:4]1[C:9]([O:11][CH2:12][CH3:13])=[O:10])(=[O:18])=[O:17])[CH3:15], predict the reactants needed to synthesize it. The reactants are: Cl.[NH2:2][CH:3]1[CH2:8][CH2:7][CH2:6][CH2:5][CH:4]1[C:9]([O:11][CH2:12][CH3:13])=[O:10].[CH2:14]([S:16](Cl)(=[O:18])=[O:17])[CH3:15].